From a dataset of Forward reaction prediction with 1.9M reactions from USPTO patents (1976-2016). Predict the product of the given reaction. (1) Given the reactants [OH:1][C:2]1[CH:7]=[CH:6][CH:5]=[CH:4][C:3]=1[C:8]1[N:17]=[C:16]([N:18]2[CH2:23][CH2:22][CH2:21][C@H:20]([CH2:24][NH:25]C(=O)OCC3C=CC=CC=3)[CH2:19]2)[C:15]2[C:10](=[CH:11][C:12]([CH3:36])=[CH:13][CH:14]=2)[N:9]=1, predict the reaction product. The product is: [NH2:25][CH2:24][C@H:20]1[CH2:21][CH2:22][CH2:23][N:18]([C:16]2[C:15]3[C:10](=[CH:11][C:12]([CH3:36])=[CH:13][CH:14]=3)[N:9]=[C:8]([C:3]3[CH:4]=[CH:5][CH:6]=[CH:7][C:2]=3[OH:1])[N:17]=2)[CH2:19]1. (2) Given the reactants [C:1]1(B(O)O)[CH:6]=[CH:5][CH:4]=[CH:3][CH:2]=1.C(=O)([O-])[O-].[Na+].[Na+].Br[C:17]1[CH:18]=[CH:19][C:20]([CH:25]=[O:26])=[N:21][C:22]=1[O:23][CH3:24].O, predict the reaction product. The product is: [CH3:24][O:23][C:22]1[N:21]=[C:20]([CH:25]=[O:26])[CH:19]=[CH:18][C:17]=1[C:1]1[CH:6]=[CH:5][CH:4]=[CH:3][CH:2]=1.